From a dataset of Forward reaction prediction with 1.9M reactions from USPTO patents (1976-2016). Predict the product of the given reaction. (1) Given the reactants ClC1C=CC2SC=C(CN3CCN(C4SC(C(O)=O)=C(C)N=4)C3=O)C=2C=1.[CH:27]1([CH2:30][N:31]2[CH2:36][CH2:35][CH2:34][N:33]([C:37]3[S:38][C:39]([C:43]([OH:45])=O)=[C:40]([CH3:42])[N:41]=3)[C:32]2=[O:46])[CH2:29][CH2:28]1.[N:47]1[CH:52]=[CH:51][CH:50]=[C:49]([CH2:53][NH2:54])[CH:48]=1, predict the reaction product. The product is: [CH:27]1([CH2:30][N:31]2[CH2:36][CH2:35][CH2:34][N:33]([C:37]3[S:38][C:39]([C:43]([NH:54][CH2:53][C:49]4[CH:48]=[N:47][CH:52]=[CH:51][CH:50]=4)=[O:45])=[C:40]([CH3:42])[N:41]=3)[C:32]2=[O:46])[CH2:28][CH2:29]1. (2) Given the reactants [Cl:1][C:2]1[C:7]([C:8]([F:11])([F:10])[F:9])=[CH:6][CH:5]=[C:4](Cl)[N:3]=1.C(N(CC)C(C)C)(C)C.[C:22]([N:25]1[CH2:30][CH2:29][NH:28][CH2:27][CH2:26]1)(=[O:24])[CH3:23], predict the reaction product. The product is: [C:22]([N:25]1[CH2:30][CH2:29][N:28]([C:4]2[CH:5]=[CH:6][C:7]([C:8]([F:11])([F:10])[F:9])=[C:2]([Cl:1])[N:3]=2)[CH2:27][CH2:26]1)(=[O:24])[CH3:23]. (3) Given the reactants Br[CH2:2][CH2:3][CH:4]=[CH2:5].[CH:6]1([Mg]Cl)[CH:10]=[CH:9][CH:8]=[CH:7]1, predict the reaction product. The product is: [CH2:2]=[CH:3][CH:4]([C:7]1[CH2:6][CH:10]=[CH:9][CH:8]=1)[CH3:5].